Dataset: Retrosynthesis with 50K atom-mapped reactions and 10 reaction types from USPTO. Task: Predict the reactants needed to synthesize the given product. (1) Given the product COC(=O)c1ccc(CNCCc2ccccc2O)cc1, predict the reactants needed to synthesize it. The reactants are: COC(=O)c1ccc(CNCCc2ccccc2OC)cc1. (2) Given the product CCN(Cc1ccc(CN2CCN(c3ncccc3C(=O)OC(C)C)CC2)cn1)Cc1c(F)cccc1Cl, predict the reactants needed to synthesize it. The reactants are: CC(C)OC(=O)c1cccnc1N1CCNCC1.CCN(Cc1ccc(C=O)cn1)Cc1c(F)cccc1Cl. (3) Given the product COC(=O)C(Cc1ccc(OCCc2nc(-c3ccccc3)oc2C)cc1)C(=O)O, predict the reactants needed to synthesize it. The reactants are: COC(=O)C(Cc1ccc(OCCc2nc(-c3ccccc3)oc2C)cc1)C(=O)OC. (4) Given the product COc1cccc(CC(=O)N[C@@H](Cc2cc(F)cc(F)c2)c2ncccc2-c2cccc(C(N)=O)c2)c1, predict the reactants needed to synthesize it. The reactants are: COc1cccc(CC(=O)O)c1.NC(=O)c1cccc(-c2cccnc2[C@@H](N)Cc2cc(F)cc(F)c2)c1. (5) Given the product CCn1c2c(c3cc(C(=O)N(C)CCCC(=O)NCC(F)(F)F)ccc31)CC(C1CCOCC1)CC2, predict the reactants needed to synthesize it. The reactants are: CCn1c2c(c3cc(C(=O)N(C)CCCC(=O)O)ccc31)CC(C1CCOCC1)CC2.NCC(F)(F)F. (6) Given the product CC(Nc1ncnc2[nH]cnc12)c1cc(Cl)c2cnn(C)c2c1-c1cc(F)cc(F)c1, predict the reactants needed to synthesize it. The reactants are: Brc1ncnc2[nH]cnc12.CC(N)c1cc(Cl)c2cnn(C)c2c1-c1cc(F)cc(F)c1. (7) Given the product O=C(NC1CCC(c2nc(COc3ccc(-n4cnnn4)cc3)cs2)CC1)OCc1ccccc1, predict the reactants needed to synthesize it. The reactants are: O=C(NC1CCC(c2nc(CCl)cs2)CC1)OCc1ccccc1.Oc1ccc(-n2cnnn2)cc1. (8) Given the product CCc1nc(Cl)nc(N2CCc3ccccc3C2)c1C, predict the reactants needed to synthesize it. The reactants are: CCc1nc(Cl)nc(Cl)c1C.c1ccc2c(c1)CCNC2. (9) The reactants are: O=C(O)c1ccc2cc(-c3ccccc3)[nH]c2c1. Given the product OCc1ccc2cc(-c3ccccc3)[nH]c2c1, predict the reactants needed to synthesize it.